Predict the product of the given reaction. From a dataset of Forward reaction prediction with 1.9M reactions from USPTO patents (1976-2016). (1) The product is: [SH:5][C:6]1[CH:15]=[C:14]2[C:9]([CH2:10][CH2:11][CH:12]([C:16]([O:18][CH2:19][CH3:20])=[O:17])[O:13]2)=[CH:8][CH:7]=1. Given the reactants C([Si](C(C)C)(C(C)C)[S:5][C:6]1[CH:15]=[C:14]2[C:9]([CH2:10][CH2:11][CH:12]([C:16]([O:18][CH2:19][CH3:20])=[O:17])[O:13]2)=[CH:8][CH:7]=1)(C)C.Cl, predict the reaction product. (2) Given the reactants [CH2:1]([C:8]1([N:28]([CH3:30])[CH3:29])[CH2:13][CH2:12][C:11]([C:14]2[NH:15][C:16]3[C:21]([C:22]=2[CH3:23])=[CH:20][C:19]([C:24]([F:27])([F:26])[F:25])=[CH:18][CH:17]=3)=[CH:10][CH2:9]1)[C:2]1[CH:7]=[CH:6][CH:5]=[CH:4][CH:3]=1, predict the reaction product. The product is: [CH2:1]([C:8]1([N:28]([CH3:30])[CH3:29])[CH2:13][CH2:12][CH:11]([C:14]2[NH:15][C:16]3[C:21]([C:22]=2[CH3:23])=[CH:20][C:19]([C:24]([F:26])([F:27])[F:25])=[CH:18][CH:17]=3)[CH2:10][CH2:9]1)[C:2]1[CH:3]=[CH:4][CH:5]=[CH:6][CH:7]=1. (3) Given the reactants [OH-].[Na+].[N+:3]([C:6]1[C:7]([NH:12][C:13]2[CH:14]=[C:15]([CH:21]=[CH:22][CH:23]=2)[C:16]([O:18]CC)=[O:17])=[N:8][CH:9]=[CH:10][CH:11]=1)([O-:5])=[O:4].Cl, predict the reaction product. The product is: [N+:3]([C:6]1[C:7]([NH:12][C:13]2[CH:14]=[C:15]([CH:21]=[CH:22][CH:23]=2)[C:16]([OH:18])=[O:17])=[N:8][CH:9]=[CH:10][CH:11]=1)([O-:5])=[O:4]. (4) Given the reactants [Cl:1][C:2]1[CH:10]=[CH:9][C:8]([Cl:11])=[CH:7][C:3]=1[C:4](Cl)=[O:5].[CH2:12]([NH2:14])[CH3:13], predict the reaction product. The product is: [CH2:12]([NH:14][C:4](=[O:5])[C:3]1[CH:7]=[C:8]([Cl:11])[CH:9]=[CH:10][C:2]=1[Cl:1])[CH3:13]. (5) Given the reactants O.O.O.O.O.O.O.O.O.O.C(=O)([O-])[O-].[Na+].[Na+].C[C:18]1([CH3:27])[C:22]([CH3:24])([CH3:23])OB(C=C)O1.BrC1C=[N:31][N:32]([C:34]2[CH:39]=[CH:38][C:37]([O:40][CH3:41])=[CH:36][CH:35]=2)C=1, predict the reaction product. The product is: [CH3:41][O:40][C:37]1[CH:38]=[CH:39][C:34]([N:32]2[CH:23]=[C:22]([CH:18]=[CH2:27])[CH:24]=[N:31]2)=[CH:35][CH:36]=1. (6) Given the reactants [C:1]1([CH2:11][N:12]2[CH:17]=[CH:16][CH:15]=[C:14]([C:18]([O:20]C)=[O:19])[C:13]2=[O:22])[C:10]2[C:5](=[CH:6][CH:7]=[CH:8][CH:9]=2)[CH:4]=[CH:3][CH:2]=1.[OH-].[Na+], predict the reaction product. The product is: [C:1]1([CH2:11][N:12]2[CH:17]=[CH:16][CH:15]=[C:14]([C:18]([OH:20])=[O:19])[C:13]2=[O:22])[C:10]2[C:5](=[CH:6][CH:7]=[CH:8][CH:9]=2)[CH:4]=[CH:3][CH:2]=1.